This data is from hERG Central: cardiac toxicity at 1µM, 10µM, and general inhibition. The task is: Predict hERG channel inhibition at various concentrations. (1) The drug is O=C(CNC(=O)c1ccco1)OCc1ccc(C(=O)c2ccccc2)cc1. Results: hERG_inhib (hERG inhibition (general)): blocker. (2) The molecule is OCC1(Cc2cccc(Cl)c2)CCCN(Cc2ccc(F)c(F)c2)C1. Results: hERG_inhib (hERG inhibition (general)): blocker.